From a dataset of Forward reaction prediction with 1.9M reactions from USPTO patents (1976-2016). Predict the product of the given reaction. (1) Given the reactants Br[C:2]1[CH:7]=[CH:6][C:5]([N:8]2[CH2:13][CH2:12][CH:11]([CH2:14][OH:15])[CH2:10][CH2:9]2)=[CH:4][CH:3]=1.[B:16]1([B:16]2[O:20][C:19]([CH3:22])([CH3:21])[C:18]([CH3:24])([CH3:23])[O:17]2)[O:20][C:19]([CH3:22])([CH3:21])[C:18]([CH3:24])([CH3:23])[O:17]1.C([O-])(=O)C.[K+], predict the reaction product. The product is: [CH3:23][C:18]1([CH3:24])[C:19]([CH3:22])([CH3:21])[O:20][B:16]([C:2]2[CH:7]=[CH:6][C:5]([N:8]3[CH2:13][CH2:12][CH:11]([CH2:14][OH:15])[CH2:10][CH2:9]3)=[CH:4][CH:3]=2)[O:17]1. (2) Given the reactants [F:1][C:2]1[CH:7]=[CH:6][C:5]([CH:8]([OH:22])[CH:9]([CH2:13][C:14]2[CH:19]=[CH:18][C:17]([O:20][CH3:21])=[CH:16][CH:15]=2)C(O)=O)=[CH:4][CH:3]=1.C1(P(N=[N+]=[N-])(C2C=CC=CC=2)=O)C=CC=CC=1.C([N:42]([CH2:45]C)CC)C.[OH2:47], predict the reaction product. The product is: [F:1][C:2]1[CH:3]=[CH:4][C:5]([CH:8]2[O:22][C:45](=[O:47])[NH:42][CH:9]2[CH2:13][C:14]2[CH:15]=[CH:16][C:17]([O:20][CH3:21])=[CH:18][CH:19]=2)=[CH:6][CH:7]=1. (3) Given the reactants [Cl:1][C:2]1[C:3](N2CC[C@@H](N(C)C(=O)OC(C)(C)C)C2)=[CH:4][N:5]=[N:6][C:7]=1[Cl:8].[H-].[Na+].[Cl:25]C1C(N2CC[C@@H](NC(=O)OC(C)(C)C)C2)=CN=NC=1Cl.CI, predict the reaction product. The product is: [Cl:8][C:7]1[N:6]=[N:5][CH:4]=[C:3]([Cl:25])[C:2]=1[Cl:1]. (4) Given the reactants [OH:1][C:2]1([C:15]2[S:16][C:17]([C:20]3[CH:25]=[C:24]([CH3:26])[CH:23]=[C:22]([NH:27][C:28]4[CH:33]=[C:32]([O:34][CH3:35])[CH:31]=[CH:30][N:29]=4)[N:21]=3)=[CH:18][N:19]=2)[CH2:11][CH2:10][CH2:9][C:8]2[CH:7]=[C:6]([C:12]([O-:14])=[O:13])[CH:5]=[CH:4][C:3]1=2.[OH-].[Na+], predict the reaction product. The product is: [OH:1][C:2]1([C:15]2[S:16][C:17]([C:20]3[CH:25]=[C:24]([CH3:26])[CH:23]=[C:22]([NH:27][C:28]4[CH:33]=[C:32]([O:34][CH3:35])[CH:31]=[CH:30][N:29]=4)[N:21]=3)=[CH:18][N:19]=2)[CH2:11][CH2:10][CH2:9][C:8]2[CH:7]=[C:6]([C:12]([OH:14])=[O:13])[CH:5]=[CH:4][C:3]1=2. (5) Given the reactants FC(F)(F)C(O)=O.[CH2:8]([N:10]([CH2:45][CH3:46])[CH2:11][CH2:12][CH2:13][NH:14][C:15]1[N:16]=[C:17]([C:34]2[CH:35]=[C:36]([CH:40]=[C:41]([F:44])[C:42]=2[CH3:43])[C:37](O)=[O:38])[C:18]2[CH:24]=[CH:23][C:22](=[O:25])[N:21]([C:26]3[C:31]([F:32])=[CH:30][CH:29]=[CH:28][C:27]=3[F:33])[C:19]=2[N:20]=1)[CH3:9].CN(C(O[N:55]1N=N[C:57]2C=CC=[CH:61][C:56]1=2)=[N+](C)C)C.F[P-](F)(F)(F)(F)F.C(N(CC)CC)C.C(N)(C)C, predict the reaction product. The product is: [CH2:8]([N:10]([CH2:45][CH3:46])[CH2:11][CH2:12][CH2:13][NH:14][C:15]1[N:16]=[C:17]([C:34]2[CH:35]=[C:36]([CH:40]=[C:41]([F:44])[C:42]=2[CH3:43])[C:37]([NH:55][CH:56]([CH3:61])[CH3:57])=[O:38])[C:18]2[CH:24]=[CH:23][C:22](=[O:25])[N:21]([C:26]3[C:27]([F:33])=[CH:28][CH:29]=[CH:30][C:31]=3[F:32])[C:19]=2[N:20]=1)[CH3:9].